Dataset: Catalyst prediction with 721,799 reactions and 888 catalyst types from USPTO. Task: Predict which catalyst facilitates the given reaction. Reactant: [Cl:1][C:2]1[C:10]2[N:9]=[C:8]3[N:11]([C:15]4[CH:20]=[CH:19][C:18]([Cl:21])=[CH:17][C:16]=4[Cl:22])[CH2:12][CH2:13][CH2:14][N:7]3[C:6]=2[C:5]([CH:23]([NH2:26])[CH2:24][CH3:25])=[CH:4][CH:3]=1.[F:27][CH:28]([F:32])[C:29](O)=[O:30].Cl.C(N=C=NCCCN(C)C)C.O.ON1C2C=CC=CC=2N=N1.C(N(CC)CC)C. Product: [Cl:1][C:2]1[C:10]2[N:9]=[C:8]3[N:11]([C:15]4[CH:20]=[CH:19][C:18]([Cl:21])=[CH:17][C:16]=4[Cl:22])[CH2:12][CH2:13][CH2:14][N:7]3[C:6]=2[C:5]([CH:23]([NH:26][C:29](=[O:30])[CH:28]([F:32])[F:27])[CH2:24][CH3:25])=[CH:4][CH:3]=1. The catalyst class is: 35.